This data is from Forward reaction prediction with 1.9M reactions from USPTO patents (1976-2016). The task is: Predict the product of the given reaction. (1) Given the reactants Cl.[CH3:2][O:3][C:4]1[CH:11]=[C:10]([O:12][CH3:13])[CH:9]=[CH:8][C:5]=1[CH2:6][NH2:7].[CH:14](Br)=[CH:15][CH3:16].[CH2:18](Cl)Cl, predict the reaction product. The product is: [CH3:2][O:3][C:4]1[CH:11]=[C:10]([O:12][CH3:13])[CH:9]=[CH:8][C:5]=1[CH2:6][NH:7][CH2:14][C:15]([CH3:16])=[CH2:18]. (2) Given the reactants Cl.[CH3:2][O:3][C:4]1[CH:9]=[CH:8][CH:7]=[CH:6][C:5]=1[N:10]1[CH2:15][CH2:14][NH:13][CH2:12][CH2:11]1.Br[CH2:17][CH2:18][OH:19].C(=O)([O-])[O-].[K+].[K+], predict the reaction product. The product is: [CH3:2][O:3][C:4]1[CH:9]=[CH:8][CH:7]=[CH:6][C:5]=1[N:10]1[CH2:15][CH2:14][N:13]([CH2:17][CH2:18][OH:19])[CH2:12][CH2:11]1. (3) Given the reactants [CH3:1][O:2][C:3]1[CH:40]=[CH:39][C:6]([CH2:7][N:8]([CH2:30][C:31]2[CH:36]=[CH:35][C:34]([O:37][CH3:38])=[CH:33][CH:32]=2)[C:9]2[N:14]=[CH:13][C:12]([C:15]3[C:16]4[CH2:29][CH2:28][NH:27][C:17]=4[N:18]=[C:19]([N:21]4[CH2:26][CH2:25][O:24][CH2:23][CH2:22]4)[N:20]=3)=[CH:11][N:10]=2)=[CH:5][CH:4]=1.Br[C:42]1[CH:47]=[CH:46][C:45]([S:48]([N:51]2[CH2:56][CH2:55][N:54]([CH2:57][CH3:58])[CH2:53][CH2:52]2)(=[O:50])=[O:49])=[CH:44][CH:43]=1, predict the reaction product. The product is: [CH2:57]([N:54]1[CH2:53][CH2:52][N:51]([S:48]([C:45]2[CH:46]=[CH:47][C:42]([N:27]3[C:17]4[N:18]=[C:19]([N:21]5[CH2:26][CH2:25][O:24][CH2:23][CH2:22]5)[N:20]=[C:15]([C:12]5[CH:11]=[N:10][C:9]([N:8]([CH2:7][C:6]6[CH:5]=[CH:4][C:3]([O:2][CH3:1])=[CH:40][CH:39]=6)[CH2:30][C:31]6[CH:32]=[CH:33][C:34]([O:37][CH3:38])=[CH:35][CH:36]=6)=[N:14][CH:13]=5)[C:16]=4[CH2:29][CH2:28]3)=[CH:43][CH:44]=2)(=[O:49])=[O:50])[CH2:56][CH2:55]1)[CH3:58]. (4) Given the reactants C([O:3][C:4](=[O:35])[C:5]([O:8][C:9]1[CH:14]=[CH:13][C:12]([O:15][CH2:16][CH2:17][CH2:18][N:19]2[C:24](=[O:25])[C:23]3[N:26]([CH3:32])[N:27]=[C:28]([CH2:29][CH2:30][CH3:31])[C:22]=3[N:21]=[C:20]2[CH2:33][CH3:34])=[CH:11][CH:10]=1)([CH3:7])[CH3:6])C.C(=O)([O-])[O-].[Na+].[Na+], predict the reaction product. The product is: [CH2:33]([C:20]1[N:19]([CH2:18][CH2:17][CH2:16][O:15][C:12]2[CH:13]=[CH:14][C:9]([O:8][C:5]([CH3:7])([CH3:6])[C:4]([OH:35])=[O:3])=[CH:10][CH:11]=2)[C:24](=[O:25])[C:23]2[N:26]([CH3:32])[N:27]=[C:28]([CH2:29][CH2:30][CH3:31])[C:22]=2[N:21]=1)[CH3:34]. (5) Given the reactants [CH:1]([C:3]1[CH:4]=[CH:5][C:6]([OH:12])=[C:7]([CH:11]=1)[C:8]([OH:10])=[O:9])=[O:2].[N+:13]([O-])([OH:15])=[O:14], predict the reaction product. The product is: [CH:1]([C:3]1[CH:4]=[C:5]([N+:13]([O-:15])=[O:14])[C:6]([OH:12])=[C:7]([CH:11]=1)[C:8]([OH:10])=[O:9])=[O:2]. (6) Given the reactants [N+:1]([C:4]1[CH:9]=[CH:8][C:7]([CH2:10][C:11]([NH2:13])=[O:12])=[CH:6][CH:5]=1)([O-:3])=[O:2].Br[CH2:15][C:16](=O)[CH2:17][CH3:18].CN(C)C=O.C(=O)([O-])[O-].[K+].[K+], predict the reaction product. The product is: [CH2:17]([C:16]1[N:13]=[C:11]([CH2:10][C:7]2[CH:6]=[CH:5][C:4]([N+:1]([O-:3])=[O:2])=[CH:9][CH:8]=2)[O:12][CH:15]=1)[CH3:18]. (7) Given the reactants F[P-](F)(F)(F)(F)F.N1(OC(N(C)C)=[N+](C)C)C2N=CC=CC=2N=N1.[C:25]([N:32]1[CH2:40][CH2:39][CH:35]([C:36]([OH:38])=O)[CH2:34][CH2:33]1)([O:27][C:28]([CH3:31])([CH3:30])[CH3:29])=[O:26].CN1CCOCC1.[NH2:48][C:49]1[N:50]=[CH:51][C:52](/[C:64](=[N:66]/[NH2:67])/[NH2:65])=[N:53][C:54]=1[C:55]1[O:56][C:57]([C:60]([CH3:63])([CH3:62])[CH3:61])=[N:58][N:59]=1, predict the reaction product. The product is: [NH2:65]/[C:64](/[C:52]1[CH:51]=[N:50][C:49]([NH2:48])=[C:54]([C:55]2[O:56][C:57]([C:60]([CH3:63])([CH3:62])[CH3:61])=[N:58][N:59]=2)[N:53]=1)=[N:66]\[NH:67][C:36]([CH:35]1[CH2:34][CH2:33][N:32]([C:25]([O:27][C:28]([CH3:29])([CH3:30])[CH3:31])=[O:26])[CH2:40][CH2:39]1)=[O:38]. (8) Given the reactants [H-].[Na+].Cl.[CH:4]([NH2:6])=[NH:5].[F:7][C:8]1[CH:9]=[C:10]([C:15](=[O:38])[C:16](=[C:29]2[NH:33][C:32]3[CH:34]=[CH:35][CH:36]=[CH:37][C:31]=3[NH:30]2)[C:17]([C:19]2[CH:20]=[C:21]([S:25](Cl)(=[O:27])=[O:26])[CH:22]=[CH:23][CH:24]=2)=[O:18])[CH:11]=[C:12]([F:14])[CH:13]=1.[Cl-].[NH4+], predict the reaction product. The product is: [F:7][C:8]1[CH:9]=[C:10]([C:15](=[O:38])[C:16](=[C:29]2[NH:30][C:31]3[CH:37]=[CH:36][CH:35]=[CH:34][C:32]=3[NH:33]2)[C:17]([C:19]2[CH:20]=[C:21]([S:25]([NH:5][CH:4]=[NH:6])(=[O:26])=[O:27])[CH:22]=[CH:23][CH:24]=2)=[O:18])[CH:11]=[C:12]([F:14])[CH:13]=1. (9) The product is: [CH3:15][NH:14][CH:11]1[CH2:12][CH2:13][NH:8][CH2:9][C:10]1([CH3:17])[CH3:16]. Given the reactants C([N:8]1[CH2:13][CH2:12][CH:11]([NH:14][CH3:15])[C:10]([CH3:17])([CH3:16])[CH2:9]1)C1C=CC=CC=1, predict the reaction product. (10) Given the reactants [CH2:1]([O:3][C:4](=[O:29])[CH2:5][C:6]1[CH:11]=[CH:10][C:9]([O:12][CH3:13])=[C:8]([O:14][C:15]2[CH:20]=[CH:19][C:18]([NH2:21])=[CH:17][C:16]=2[CH2:22][S:23][CH2:24][C:25]([F:28])([F:27])[F:26])[CH:7]=1)[CH3:2].[CH2:30]([N:37]=[C:38]=[O:39])[C:31]1[CH:36]=[CH:35][CH:34]=[CH:33][CH:32]=1, predict the reaction product. The product is: [CH2:1]([O:3][C:4](=[O:29])[CH2:5][C:6]1[CH:11]=[CH:10][C:9]([O:12][CH3:13])=[C:8]([O:14][C:15]2[CH:20]=[CH:19][C:18]([NH:21][C:38]([NH:37][CH2:30][C:31]3[CH:36]=[CH:35][CH:34]=[CH:33][CH:32]=3)=[O:39])=[CH:17][C:16]=2[CH2:22][S:23][CH2:24][C:25]([F:26])([F:27])[F:28])[CH:7]=1)[CH3:2].